From a dataset of Peptide-MHC class I binding affinity with 185,985 pairs from IEDB/IMGT. Regression. Given a peptide amino acid sequence and an MHC pseudo amino acid sequence, predict their binding affinity value. This is MHC class I binding data. (1) The peptide sequence is ACQGVGGPGHK. The MHC is HLA-A33:01 with pseudo-sequence HLA-A33:01. The binding affinity (normalized) is 0. (2) The peptide sequence is FLRFGDFKL. The MHC is HLA-A02:03 with pseudo-sequence HLA-A02:03. The binding affinity (normalized) is 0.936. (3) The peptide sequence is MIKYCLLKILK. The MHC is HLA-B53:01 with pseudo-sequence HLA-B53:01. The binding affinity (normalized) is 0.0847. (4) The peptide sequence is LLGLWVFAAL. The MHC is HLA-A02:06 with pseudo-sequence HLA-A02:06. The binding affinity (normalized) is 0.627.